Dataset: Full USPTO retrosynthesis dataset with 1.9M reactions from patents (1976-2016). Task: Predict the reactants needed to synthesize the given product. (1) Given the product [ClH:33].[CH2:34]([O:38][C:39]1[CH:40]=[CH:41][C:42]([S:45]([N:48]([CH2:57][CH2:58][CH2:59][N:60]2[CH2:61][CH2:62][N:63]([CH3:66])[CH2:64][CH2:65]2)[CH:49]([CH:54]([CH3:56])[CH3:55])[C:50]([NH:52][OH:53])=[O:51])(=[O:47])=[O:46])=[CH:43][CH:44]=1)[C:35]#[C:36][CH3:37], predict the reactants needed to synthesize it. The reactants are: CN1CCNCC1.C(OC1C=CC(S(N(CCC[Cl:33])C(C(C)C)C([O-])=O)(=O)=O)=CC=1)C#CC.[CH2:34]([O:38][C:39]1[CH:44]=[CH:43][C:42]([S:45]([N:48]([CH2:57][CH2:58][CH2:59][N:60]2[CH2:65][CH2:64][N:63]([CH3:66])[CH2:62][CH2:61]2)[CH:49]([CH:54]([CH3:56])[CH3:55])[C:50]([NH:52][OH:53])=[O:51])(=[O:47])=[O:46])=[CH:41][CH:40]=1)[C:35]#[C:36][CH3:37].Cl. (2) Given the product [Cl:39][C:36]1[CH:37]=[CH:38][C:33]([C@@:13]23[O:32][C@@:10]([CH2:52][OH:53])([CH2:11][O:12]2)[C@@H:9]([OH:8])[C@H:15]([OH:16])[C@H:14]3[OH:24])=[CH:34][C:35]=1[CH2:40][C:41]1[CH:46]=[CH:45][C:44]([O:47][CH2:48][CH3:49])=[C:43]([F:50])[C:42]=1[F:51], predict the reactants needed to synthesize it. The reactants are: C([O:8][C@H:9]1[C@H:15]([O:16]CC2C=CC=CC=2)[C@@H:14]([O:24]CC2C=CC=CC=2)[C@:13]2([C:33]3[CH:38]=[CH:37][C:36]([Cl:39])=[C:35]([CH2:40][C:41]4[CH:46]=[CH:45][C:44]([O:47][CH2:48][CH3:49])=[C:43]([F:50])[C:42]=4[F:51])[CH:34]=3)[O:32][C@@:10]1([CH2:52][OH:53])[CH2:11][O:12]2)C1C=CC=CC=1.ClC1C=CC=CC=1Cl.